Task: Predict the reactants needed to synthesize the given product.. Dataset: Full USPTO retrosynthesis dataset with 1.9M reactions from patents (1976-2016) (1) Given the product [CH2:9]([C:10]1[N:11]([CH3:36])[C:12]([C:15]2[CH:20]=[CH:19][N:18]=[C:17]([NH:21][C:22]3[CH:27]=[CH:26][C:25]([S:28](=[O:35])(=[O:34])[NH:29][CH2:30][CH2:31][O:32][CH3:33])=[CH:24][CH:23]=3)[N:16]=2)=[CH:13][N:14]=1)[CH2:8][C:5]1[CH:6]=[CH:7][CH:2]=[CH:3][CH:4]=1, predict the reactants needed to synthesize it. The reactants are: Cl[C:2]1[CH:7]=[CH:6][C:5]([CH2:8][CH2:9][C:10]2[N:11]([CH3:36])[C:12]([C:15]3[CH:20]=[CH:19][N:18]=[C:17]([NH:21][C:22]4[CH:27]=[CH:26][C:25]([S:28](=[O:35])(=[O:34])[NH:29][CH2:30][CH2:31][O:32][CH3:33])=[CH:24][CH:23]=4)[N:16]=3)=[CH:13][N:14]=2)=[CH:4][CH:3]=1.C(N(CC)CC)C.CCOC(C)=O. (2) Given the product [Br:16][C:12]1[S:13][C:7]2[N:6]=[CH:5][N:4]([CH2:3][C:2]([F:1])([F:14])[F:15])[C:9](=[O:10])[C:8]=2[CH:11]=1, predict the reactants needed to synthesize it. The reactants are: [F:1][C:2]([F:15])([F:14])[CH2:3][N:4]1[C:9](=[O:10])[C:8]2[CH:11]=[CH:12][S:13][C:7]=2[N:6]=[CH:5]1.[Br:16]Br. (3) Given the product [CH3:1][O:2][C:3]1[CH:4]=[CH:5][C:6]2[N:10]3[CH2:11][C:12]4[C:17]([C:9]3=[C:8]([CH2:18][CH2:19][CH2:20][C:21]([OH:23])=[O:22])[C:7]=2[N:26]=1)=[CH:16][CH:15]=[CH:14][CH:13]=4, predict the reactants needed to synthesize it. The reactants are: [CH3:1][O:2][C:3]1[CH:4]=[CH:5][C:6]2[N:10]3[CH2:11][C:12]4[C:17]([C:9]3=[C:8]([CH:18]=[CH:19][CH2:20][C:21]([O:23]CC)=[O:22])[C:7]=2[N:26]=1)=[CH:16][CH:15]=[CH:14][CH:13]=4.[OH-].[Na+]. (4) Given the product [CH3:18][O:17][C:14]1[CH:15]=[CH:16][C:11]([C:9]2[N:10]=[C:4]3[CH:3]=[C:2]([N:20]([CH3:21])[CH3:19])[CH:7]=[CH:6][N:5]3[CH:8]=2)=[CH:12][CH:13]=1, predict the reactants needed to synthesize it. The reactants are: Br[C:2]1[CH:7]=[CH:6][N:5]2[CH:8]=[C:9]([C:11]3[CH:16]=[CH:15][C:14]([O:17][CH3:18])=[CH:13][CH:12]=3)[N:10]=[C:4]2[CH:3]=1.[CH3:19][NH:20][CH3:21]. (5) Given the product [F:15][C:2]([F:14])([F:1])[C:3]1[CH:8]=[CH:7][CH:6]=[CH:5][C:4]=1[N:9]1[CH:13]=[C:12]([C:16]#[N:17])[N:11]=[CH:10]1, predict the reactants needed to synthesize it. The reactants are: [F:1][C:2]([F:15])([F:14])[C:3]1[CH:8]=[CH:7][CH:6]=[CH:5][C:4]=1[N:9]1[CH:13]=[CH:12][N:11]=[CH:10]1.[C-:16]#[N:17].[Na+].